Task: Regression. Given two drug SMILES strings and cell line genomic features, predict the synergy score measuring deviation from expected non-interaction effect.. Dataset: NCI-60 drug combinations with 297,098 pairs across 59 cell lines (1) Drug 1: COC1=NC(=NC2=C1N=CN2C3C(C(C(O3)CO)O)O)N. Drug 2: CC1C(C(CC(O1)OC2CC(CC3=C2C(=C4C(=C3O)C(=O)C5=C(C4=O)C(=CC=C5)OC)O)(C(=O)CO)O)N)O.Cl. Cell line: RXF 393. Synergy scores: CSS=23.1, Synergy_ZIP=-3.19, Synergy_Bliss=-2.67, Synergy_Loewe=-5.91, Synergy_HSA=-1.02. (2) Drug 1: CN(C)N=NC1=C(NC=N1)C(=O)N. Drug 2: CCN(CC)CCCC(C)NC1=C2C=C(C=CC2=NC3=C1C=CC(=C3)Cl)OC. Cell line: SNB-75. Synergy scores: CSS=6.61, Synergy_ZIP=-3.08, Synergy_Bliss=-2.17, Synergy_Loewe=-40.6, Synergy_HSA=-3.81.